From a dataset of Reaction yield outcomes from USPTO patents with 853,638 reactions. Predict the reaction yield, written as a fraction of the theoretical maximum amount of product (1.0 means a 100% yield; for example, 0.34 means a 34% yield). (1) The reactants are C1(P(C2CCCCC2)C2CCCCC2)CCCCC1.CCCCCC[CH2:26][CH2:27][CH2:28][CH2:29][CH2:30][CH2:31][CH3:32].CO[C:35]1[CH:36]=[C:37]2[C:42](=[CH:43][CH:44]=1)[CH2:41][CH2:40][CH2:39][CH2:38]2.C1(C)C(C2C(C)=CC=CC=2)=CC=CC=1. No catalyst specified. The product is [CH3:32][C:31]1[CH:26]=[CH:27][C:28]([C:35]2[CH:36]=[C:37]3[C:42](=[CH:43][CH:44]=2)[CH2:41][CH2:40][CH2:39][CH2:38]3)=[CH:29][CH:30]=1. The yield is 0.760. (2) The reactants are [F:1][C:2]([F:24])([F:23])[S:3]([NH:6][CH2:7][CH2:8][CH2:9][CH2:10][N:11]1[CH2:21][C:20]2[N:22]3[C:13](=[CH:14][N:15]=[C:16]3[CH:17]=[CH:18][CH:19]=2)[CH2:12]1)(=[O:5])=[O:4].[ClH:25]. The catalyst is C(O)C. The product is [ClH:25].[ClH:25].[F:23][C:2]([F:1])([F:24])[S:3]([NH:6][CH2:7][CH2:8][CH2:9][CH2:10][N:11]1[CH2:21][C:20]2[N:22]3[C:13](=[CH:14][N:15]=[C:16]3[CH:17]=[CH:18][CH:19]=2)[CH2:12]1)(=[O:4])=[O:5]. The yield is 1.00. (3) The reactants are [N+:1]([C:4]1[CH:9]=[CH:8][C:7]([CH2:10][N:11]2[CH2:16][CH2:15][CH:14]([NH:17]C(=O)OC(C)(C)C)[CH2:13][CH2:12]2)=[CH:6][CH:5]=1)([O-:3])=[O:2]. The catalyst is Cl.CC(=O)OCC. The product is [N+:1]([C:4]1[CH:9]=[CH:8][C:7]([CH2:10][N:11]2[CH2:12][CH2:13][CH:14]([NH2:17])[CH2:15][CH2:16]2)=[CH:6][CH:5]=1)([O-:3])=[O:2]. The yield is 0.912.